Dataset: Catalyst prediction with 721,799 reactions and 888 catalyst types from USPTO. Task: Predict which catalyst facilitates the given reaction. Reactant: [Cl:1][C:2]1[CH:3]=[C:4]([NH:25][S:26]([C:29]2[CH:34]=[CH:33][C:32]([Cl:35])=[C:31]([C:36]([F:39])([F:38])[F:37])[CH:30]=2)(=[O:28])=[O:27])[C:5]([CH:8]([OH:24])[C:9]2[C:14]([O:15][CH3:16])=[CH:13][CH:12]=[CH:11][C:10]=2[NH:17][C:18](=[O:23])[C:19]([CH3:22])([CH3:21])[CH3:20])=[N:6][CH:7]=1.CC(OI1(OC(C)=O)(OC(C)=O)OC(=O)C2C=CC=CC1=2)=O.[O-]S([O-])(=S)=O.[Na+].[Na+].C([O-])(O)=O.[Na+]. Product: [Cl:1][C:2]1[CH:3]=[C:4]([NH:25][S:26]([C:29]2[CH:34]=[CH:33][C:32]([Cl:35])=[C:31]([C:36]([F:39])([F:38])[F:37])[CH:30]=2)(=[O:27])=[O:28])[C:5]([C:8]([C:9]2[C:14]([O:15][CH3:16])=[CH:13][CH:12]=[CH:11][C:10]=2[NH:17][C:18](=[O:23])[C:19]([CH3:22])([CH3:21])[CH3:20])=[O:24])=[N:6][CH:7]=1. The catalyst class is: 2.